Dataset: Forward reaction prediction with 1.9M reactions from USPTO patents (1976-2016). Task: Predict the product of the given reaction. Given the reactants C(OC(=O)[NH:7][C@@H:8]([CH3:27])[CH2:9][N:10]1[C:18]2[C:13](=[CH:14][CH:15]=[C:16]([C:19]3[CH:24]=[CH:23][C:22]([O:25][CH3:26])=[CH:21][CH:20]=3)[CH:17]=2)[CH:12]=[CH:11]1)(C)(C)C.C(Cl)Cl.[BH3-][C:33]#[N:34].[Na+].[C:36]([OH:39])(=O)[CH3:37], predict the reaction product. The product is: [CH3:26][O:25][C:22]1[CH:21]=[CH:20][C:19]([C:16]2[CH:17]=[C:18]3[C:13]([CH2:12][CH2:11][N:10]3[CH2:9][C@@H:8]([NH:7][CH2:37][C:36]([N:10]3[CH2:18][CH2:13][CH2:12][C@H:11]3[C:33]#[N:34])=[O:39])[CH3:27])=[CH:14][CH:15]=2)=[CH:24][CH:23]=1.